The task is: Predict the reaction yield, written as a fraction of the theoretical maximum amount of product (1.0 means a 100% yield; for example, 0.34 means a 34% yield).. This data is from Reaction yield outcomes from USPTO patents with 853,638 reactions. (1) The reactants are [CH3:1][O:2][C:3]([C:5]1[C:13]2[C:8](=[N:9][CH:10]=[C:11]([Br:14])[CH:12]=2)[N:7]([S:15]([C:18]2[CH:23]=[CH:22][CH:21]=[CH:20][CH:19]=2)(=[O:17])=[O:16])[C:6]=1[CH3:24])=[O:4].C1C(=O)N([Br:32])C(=O)C1. The catalyst is ClCCCl. The product is [CH3:1][O:2][C:3]([C:5]1[C:13]2[C:8](=[N:9][CH:10]=[C:11]([Br:14])[CH:12]=2)[N:7]([S:15]([C:18]2[CH:23]=[CH:22][CH:21]=[CH:20][CH:19]=2)(=[O:17])=[O:16])[C:6]=1[CH2:24][Br:32])=[O:4]. The yield is 0.900. (2) The reactants are [Cl:1][C:2]1[CH:7]=[CH:6][C:5]([NH:8][S:9]([C:12]([F:15])([F:14])[F:13])(=[O:11])=[O:10])=[C:4]([CH:16]=O)[CH:3]=1.Cl.[Cl:19][C:20]1[CH:21]=[C:22]([CH:26]=[CH:27][C:28]=1[Cl:29])[CH2:23][O:24][NH2:25].CC([O-])=O.[Na+]. The catalyst is CCO. The product is [Cl:1][C:2]1[CH:7]=[CH:6][C:5]([NH:8][S:9]([C:12]([F:13])([F:14])[F:15])(=[O:10])=[O:11])=[C:4]([CH:16]=[N:25][O:24][CH2:23][C:22]2[CH:26]=[CH:27][C:28]([Cl:29])=[C:20]([Cl:19])[CH:21]=2)[CH:3]=1. The yield is 0.660.